Predict the reaction yield, written as a fraction of the theoretical maximum amount of product (1.0 means a 100% yield; for example, 0.34 means a 34% yield). From a dataset of Reaction yield outcomes from USPTO patents with 853,638 reactions. (1) No catalyst specified. The product is [F:10][C:11]1[CH:12]=[C:13]([NH2:14])[CH:15]=[CH:16][C:17]=1[O:18][C:19]1[CH:24]=[CH:23][N:22]=[C:21]2[CH:25]=[C:26]([C:3]#[C:2][CH2:1][N:4]3[CH2:9][CH2:8][CH2:7][CH2:6][CH2:5]3)[S:27][C:20]=12. The yield is 0.710. The reactants are [CH2:1]([N:4]1[CH2:9][CH2:8][CH2:7][CH2:6][CH2:5]1)[C:2]#[CH:3].[F:10][C:11]1[CH:12]=[C:13]([CH:15]=[CH:16][C:17]=1[O:18][C:19]1[CH:24]=[CH:23][N:22]=[C:21]2[CH:25]=[C:26](I)[S:27][C:20]=12)[NH2:14]. (2) The catalyst is ClCCCl. The product is [Cl:22][C:21]1[CH:20]=[CH:19][CH:18]=[C:17]([Cl:23])[C:16]=1[C:15]([NH:14][C:12]1[CH:11]=[CH:10][N:9]=[C:8]([NH:7][C:2]([NH:1][CH:4]([CH3:6])[CH3:5])=[O:3])[CH:13]=1)=[O:24]. The reactants are [N:1]([CH:4]([CH3:6])[CH3:5])=[C:2]=[O:3].[NH2:7][C:8]1[CH:13]=[C:12]([NH:14][C:15](=[O:24])[C:16]2[C:21]([Cl:22])=[CH:20][CH:19]=[CH:18][C:17]=2[Cl:23])[CH:11]=[CH:10][N:9]=1.C(N(C(C)C)CC)(C)C. The yield is 0.410. (3) The reactants are [N+:1]([C:4]1[CH:5]=[C:6]([CH:8]=[CH:9][CH:10]=1)[NH2:7])([O-:3])=[O:2].N1C=CC=CC=1.[Cl:17][C:18]1[CH:26]=[C:25]([F:27])[CH:24]=[CH:23][C:19]=1[C:20](Cl)=[O:21]. The catalyst is ClCCl. The product is [Cl:17][C:18]1[CH:26]=[C:25]([F:27])[CH:24]=[CH:23][C:19]=1[C:20]([NH:7][C:6]1[CH:8]=[CH:9][CH:10]=[C:4]([N+:1]([O-:3])=[O:2])[CH:5]=1)=[O:21]. The yield is 0.770.